From a dataset of Peptide-MHC class I binding affinity with 185,985 pairs from IEDB/IMGT. Regression. Given a peptide amino acid sequence and an MHC pseudo amino acid sequence, predict their binding affinity value. This is MHC class I binding data. (1) The peptide sequence is FFVWVIILF. The MHC is HLA-A24:02 with pseudo-sequence HLA-A24:02. The binding affinity (normalized) is 0.324. (2) The peptide sequence is QWSPGPGRL. The binding affinity (normalized) is 0.0847. The MHC is HLA-B35:01 with pseudo-sequence HLA-B35:01. (3) The peptide sequence is AAMDDFQLI. The MHC is HLA-A02:01 with pseudo-sequence HLA-A02:01. The binding affinity (normalized) is 0.170. (4) The peptide sequence is TLAVFLLLI. The MHC is HLA-A02:01 with pseudo-sequence HLA-A02:01. The binding affinity (normalized) is 0.274. (5) The peptide sequence is KLTDWDFVV. The MHC is HLA-A02:06 with pseudo-sequence HLA-A02:06. The binding affinity (normalized) is 0.922. (6) The peptide sequence is VTRGAVLMY. The MHC is HLA-A01:01 with pseudo-sequence HLA-A01:01. The binding affinity (normalized) is 0.410. (7) The peptide sequence is SSDDFALIV. The MHC is HLA-B38:01 with pseudo-sequence HLA-B38:01. The binding affinity (normalized) is 0.0847.